Predict which catalyst facilitates the given reaction. From a dataset of Catalyst prediction with 721,799 reactions and 888 catalyst types from USPTO. Reactant: [N:1]1([C:5]([C:7]2[CH:8]=[C:9]([Cl:37])[C:10]([O:13][C:14]3[CH:19]=[C:18]([C:20]4[NH:21][C:22]([C:25]5[O:26][C:27]([CH3:30])=[N:28][N:29]=5)=[CH:23][CH:24]=4)[CH:17]=[C:16]([O:31][C@@H:32]([CH3:36])[CH2:33][O:34]C)[CH:15]=3)=[N:11][CH:12]=2)=[O:6])[CH2:4][CH2:3][CH2:2]1.B(Br)(Br)Br.[Cl-].[NH4+]. Product: [N:1]1([C:5]([C:7]2[CH:8]=[C:9]([Cl:37])[C:10]([O:13][C:14]3[CH:15]=[C:16]([CH:17]=[C:18]([C:20]4[NH:21][C:22]([C:25]5[O:26][C:27]([CH3:30])=[N:28][N:29]=5)=[CH:23][CH:24]=4)[CH:19]=3)[O:31][C@@H:32]([CH3:36])[CH2:33][OH:34])=[N:11][CH:12]=2)=[O:6])[CH2:4][CH2:3][CH2:2]1. The catalyst class is: 4.